Dataset: Forward reaction prediction with 1.9M reactions from USPTO patents (1976-2016). Task: Predict the product of the given reaction. (1) Given the reactants [Cl:1][C:2]1[N:3]=[CH:4][N:5]([C:16]2[CH:21]=[CH:20][C:19]([S:22]([NH2:25])(=[O:24])=[O:23])=[CH:18][CH:17]=2)[C:6]=1[C:7]1[CH:12]=[CH:11][C:10]([O:13][CH3:14])=[C:9]([F:15])[CH:8]=1.[P:26](Cl)([O:35][C:36]1[CH:41]=[CH:40][CH:39]=[CH:38][CH:37]=1)([O:28][C:29]1[CH:34]=[CH:33][CH:32]=[CH:31][CH:30]=1)=[O:27], predict the reaction product. The product is: [Cl:1][C:2]1[N:3]=[CH:4][N:5]([C:16]2[CH:17]=[CH:18][C:19]([S:22]([NH:25][P:26](=[O:27])([O:35][C:36]3[CH:41]=[CH:40][CH:39]=[CH:38][CH:37]=3)[O:28][C:29]3[CH:30]=[CH:31][CH:32]=[CH:33][CH:34]=3)(=[O:23])=[O:24])=[CH:20][CH:21]=2)[C:6]=1[C:7]1[CH:12]=[CH:11][C:10]([O:13][CH3:14])=[C:9]([F:15])[CH:8]=1. (2) Given the reactants Cl[C:2]1[CH:7]=[CH:6][N:5]=[C:4]([NH2:8])[C:3]=1I.[NH2:10][C:11]1[CH:12]=[C:13]([OH:17])[CH:14]=[CH:15][CH:16]=1.[CH2:18]([O:25][C:26]1[CH:31]=[CH:30][C:29](B(O)O)=[CH:28][CH:27]=1)[C:19]1[CH:24]=[CH:23][CH:22]=[CH:21][CH:20]=1.Cl.[CH3:36][N:37]([CH3:44])[CH2:38]/[CH:39]=[CH:40]/[C:41](O)=[O:42], predict the reaction product. The product is: [NH2:8][C:4]1[C:3]([C:29]2[CH:30]=[CH:31][C:26]([O:25][CH2:18][C:19]3[CH:24]=[CH:23][CH:22]=[CH:21][CH:20]=3)=[CH:27][CH:28]=2)=[C:2]([O:17][C:13]2[CH:12]=[C:11]([NH:10][C:41](=[O:42])/[CH:40]=[CH:39]/[CH2:38][N:37]([CH3:44])[CH3:36])[CH:16]=[CH:15][CH:14]=2)[CH:7]=[CH:6][N:5]=1.